The task is: Predict which catalyst facilitates the given reaction.. This data is from Catalyst prediction with 721,799 reactions and 888 catalyst types from USPTO. Reactant: [I:1][C:2]1[CH:7]=[CH:6][C:5]([I:8])=[CH:4][C:3]=1[OH:9].Br[CH2:11][C:12]#[N:13].C(=O)([O-])[O-].[K+].[K+].O. Product: [I:1][C:2]1[CH:7]=[CH:6][C:5]([I:8])=[CH:4][C:3]=1[O:9][CH2:11][C:12]#[N:13]. The catalyst class is: 10.